From a dataset of NCI-60 drug combinations with 297,098 pairs across 59 cell lines. Regression. Given two drug SMILES strings and cell line genomic features, predict the synergy score measuring deviation from expected non-interaction effect. (1) Drug 1: C1=CC(=CC=C1CCCC(=O)O)N(CCCl)CCCl. Drug 2: CN(CC1=CN=C2C(=N1)C(=NC(=N2)N)N)C3=CC=C(C=C3)C(=O)NC(CCC(=O)O)C(=O)O. Cell line: MOLT-4. Synergy scores: CSS=66.9, Synergy_ZIP=2.60, Synergy_Bliss=3.55, Synergy_Loewe=-2.73, Synergy_HSA=3.43. (2) Drug 1: CN(CC1=CN=C2C(=N1)C(=NC(=N2)N)N)C3=CC=C(C=C3)C(=O)NC(CCC(=O)O)C(=O)O. Drug 2: CC(C)NC(=O)C1=CC=C(C=C1)CNNC.Cl. Cell line: HCT-15. Synergy scores: CSS=36.9, Synergy_ZIP=-1.86, Synergy_Bliss=-4.51, Synergy_Loewe=-31.3, Synergy_HSA=-4.16. (3) Drug 1: C1=CN(C(=O)N=C1N)C2C(C(C(O2)CO)O)(F)F. Drug 2: CN1C(=O)N2C=NC(=C2N=N1)C(=O)N. Cell line: T-47D. Synergy scores: CSS=48.3, Synergy_ZIP=22.0, Synergy_Bliss=20.1, Synergy_Loewe=-22.0, Synergy_HSA=10.2. (4) Drug 1: CC(C1=C(C=CC(=C1Cl)F)Cl)OC2=C(N=CC(=C2)C3=CN(N=C3)C4CCNCC4)N. Drug 2: CCC1(CC2CC(C3=C(CCN(C2)C1)C4=CC=CC=C4N3)(C5=C(C=C6C(=C5)C78CCN9C7C(C=CC9)(C(C(C8N6C=O)(C(=O)OC)O)OC(=O)C)CC)OC)C(=O)OC)O.OS(=O)(=O)O. Cell line: UACC62. Synergy scores: CSS=43.2, Synergy_ZIP=7.86, Synergy_Bliss=9.61, Synergy_Loewe=-3.13, Synergy_HSA=9.00. (5) Drug 1: CC12CCC3C(C1CCC2=O)CC(=C)C4=CC(=O)C=CC34C. Drug 2: CC12CCC3C(C1CCC2O)C(CC4=C3C=CC(=C4)O)CCCCCCCCCS(=O)CCCC(C(F)(F)F)(F)F. Cell line: OVCAR-5. Synergy scores: CSS=32.7, Synergy_ZIP=0.593, Synergy_Bliss=0.165, Synergy_Loewe=1.24, Synergy_HSA=1.15. (6) Drug 1: CS(=O)(=O)OCCCCOS(=O)(=O)C. Drug 2: C(CCl)NC(=O)N(CCCl)N=O. Cell line: HL-60(TB). Synergy scores: CSS=45.3, Synergy_ZIP=-4.53, Synergy_Bliss=-7.83, Synergy_Loewe=-6.19, Synergy_HSA=-4.93. (7) Drug 1: CC1=CC=C(C=C1)C2=CC(=NN2C3=CC=C(C=C3)S(=O)(=O)N)C(F)(F)F. Cell line: MCF7. Drug 2: C(=O)(N)NO. Synergy scores: CSS=-7.08, Synergy_ZIP=5.50, Synergy_Bliss=3.72, Synergy_Loewe=-6.93, Synergy_HSA=-7.28.